Dataset: Forward reaction prediction with 1.9M reactions from USPTO patents (1976-2016). Task: Predict the product of the given reaction. (1) Given the reactants [CH2:1]([O:3][C:4](=[O:22])[C:5]1[CH:10]=[C:9]([F:11])[C:8]([O:12][C:13]2[CH:18]=[CH:17][C:16]([C:19]#[N:20])=[CH:15][CH:14]=2)=[N:7][C:6]=1Cl)[CH3:2].[F:23][C:24]([F:34])([F:33])[O:25][C:26]1[CH:27]=[C:28]([OH:32])[CH:29]=[CH:30][CH:31]=1, predict the reaction product. The product is: [CH2:1]([O:3][C:4](=[O:22])[C:5]1[CH:10]=[C:9]([F:11])[C:8]([O:12][C:13]2[CH:18]=[CH:17][C:16]([C:19]#[N:20])=[CH:15][CH:14]=2)=[N:7][C:6]=1[O:32][C:28]1[CH:29]=[CH:30][CH:31]=[C:26]([O:25][C:24]([F:23])([F:33])[F:34])[CH:27]=1)[CH3:2]. (2) Given the reactants C([C@@H]1N(C(=O)C2C=CC(OC3C=CC=CC=3)=CC=2)C[C@H](CC(C)C)NC1=O)C(C)C.[CH2:31]([C@@H:35]1[NH:40][CH2:39][C@H:38]([CH2:41][CH:42]([CH3:44])[CH3:43])[NH:37][C:36]1=[O:45])[CH:32]([CH3:34])[CH3:33].[Cl:46][C:47]1[CH:52]=[CH:51][C:50]([C:53]2[CH:57]=[C:56]([C:58](O)=[O:59])[S:55][N:54]=2)=[CH:49][CH:48]=1, predict the reaction product. The product is: [Cl:46][C:47]1[CH:48]=[CH:49][C:50]([C:53]2[CH:57]=[C:56]([C:58]([N:40]3[CH2:39][C@H:38]([CH2:41][CH:42]([CH3:44])[CH3:43])[NH:37][C:36](=[O:45])[C@@H:35]3[CH2:31][CH:32]([CH3:34])[CH3:33])=[O:59])[S:55][N:54]=2)=[CH:51][CH:52]=1. (3) Given the reactants [CH3:1][O:2][C:3]1[CH:4]=[C:5]([OH:18])[CH:6]=[C:7]([B:9]2[O:13][C:12]([CH3:15])([CH3:14])[C:11]([CH3:17])([CH3:16])[O:10]2)[CH:8]=1.C(N(CC)CC)C.[CH3:26][S:27](Cl)(=[O:29])=[O:28], predict the reaction product. The product is: [CH3:26][S:27]([O:18][C:5]1[CH:6]=[C:7]([B:9]2[O:10][C:11]([CH3:17])([CH3:16])[C:12]([CH3:14])([CH3:15])[O:13]2)[CH:8]=[C:3]([O:2][CH3:1])[CH:4]=1)(=[O:29])=[O:28]. (4) Given the reactants [CH:1]([C:3]1[C:4]([NH:9][C:10](=[O:15])[C:11]([CH3:14])([CH3:13])[CH3:12])=[N:5][CH:6]=[CH:7][CH:8]=1)=O.[NH2:16][CH:17]1[CH2:22][CH2:21][N:20]([CH2:23][C:24]2[CH:29]=[CH:28][CH:27]=[CH:26][CH:25]=2)[CH2:19][CH2:18]1.[BH4-].[Na+], predict the reaction product. The product is: [C:24]1([CH2:23][N:20]2[CH2:21][CH2:22][CH:17]([NH:16][CH2:1][C:3]3[C:4]([NH:9][C:10](=[O:15])[C:11]([CH3:14])([CH3:13])[CH3:12])=[N:5][CH:6]=[CH:7][CH:8]=3)[CH2:18][CH2:19]2)[CH:25]=[CH:26][CH:27]=[CH:28][CH:29]=1. (5) Given the reactants [I:1]I.[C:3]([O:7][C:8](=[O:20])[NH:9][CH2:10][C:11]1[CH:16]=[CH:15][C:14]([NH2:17])=[CH:13][C:12]=1[O:18][CH3:19])([CH3:6])([CH3:5])[CH3:4], predict the reaction product. The product is: [C:3]([O:7][C:8](=[O:20])[NH:9][CH2:10][C:11]1[CH:16]=[C:15]([I:1])[C:14]([NH2:17])=[CH:13][C:12]=1[O:18][CH3:19])([CH3:6])([CH3:5])[CH3:4]. (6) The product is: [F:10][C:11]1[CH:17]=[CH:16][CH:15]=[C:14]([F:18])[C:12]=1[N+:13]([O-:6])=[O:5]. Given the reactants B1([O-])OO1.[OH2:5].[OH2:6].O.O.[Na+].[F:10][C:11]1[CH:17]=[CH:16][CH:15]=[C:14]([F:18])[C:12]=1[NH2:13].O, predict the reaction product.